From a dataset of Tyrosyl-DNA phosphodiesterase HTS with 341,365 compounds. Binary Classification. Given a drug SMILES string, predict its activity (active/inactive) in a high-throughput screening assay against a specified biological target. (1) The drug is O=C(NC1CCN(CC1)Cc1ccccc1)c1ccc(Cn2c(=O)n(c3c(c2=O)cccc3)Cc2c(cccc2)C#N)cc1. The result is 0 (inactive). (2) The molecule is S(CC(=O)c1c2c([nH]c1C)cccc2)c1[nH]ncn1. The result is 0 (inactive).